This data is from Catalyst prediction with 721,799 reactions and 888 catalyst types from USPTO. The task is: Predict which catalyst facilitates the given reaction. (1) Reactant: [CH2:1]([N:3]([CH:29]1[CH2:34][CH2:33][O:32][CH2:31][CH2:30]1)[C:4]1[C:19]2[CH2:18][CH:17]=[CH:16][CH2:15][CH2:14][C:13]3[CH:20]=[C:21]([CH3:26])[N:22]=[C:23]([O:24]C)[C:12]=3[CH2:11][N:10]([CH3:27])[C:9](=[O:28])[C:8]=2[CH:7]=[CH:6][CH:5]=1)[CH3:2].Cl.CCOC(C)=O. Product: [CH2:1]([N:3]([CH:29]1[CH2:30][CH2:31][O:32][CH2:33][CH2:34]1)[C:4]1[C:19]2[CH2:18][CH:17]=[CH:16][CH2:15][CH2:14][C:13]3[CH:20]=[C:21]([CH3:26])[NH:22][C:23](=[O:24])[C:12]=3[CH2:11][N:10]([CH3:27])[C:9](=[O:28])[C:8]=2[CH:7]=[CH:6][CH:5]=1)[CH3:2]. The catalyst class is: 169. (2) Reactant: [CH3:1][C:2]1([C:18]2[CH:19]=[C:20]([NH:24][S:25]([CH3:28])(=[O:27])=[O:26])[CH:21]=[CH:22][CH:23]=2)[CH:7]2[CH:3]1[CH2:4][N:5]([C:8](=O)[CH2:9][CH2:10][C:11]1[S:12][CH:13]=[CH:14][C:15]=1[CH3:16])[CH2:6]2.[H-].[Al+3].[Li+].[H-].[H-].[H-].O.C(=O)([O-])O.[Na+]. Product: [CH3:1][C:2]1([C:18]2[CH:19]=[C:20]([NH:24][S:25]([CH3:28])(=[O:27])=[O:26])[CH:21]=[CH:22][CH:23]=2)[CH:7]2[CH:3]1[CH2:4][N:5]([CH2:8][CH2:9][CH2:10][C:11]1[S:12][CH:13]=[CH:14][C:15]=1[CH3:16])[CH2:6]2. The catalyst class is: 54. (3) Reactant: [NH:1]1[CH:5]=[C:4]([B:6]2[O:14][C:11]([CH3:13])([CH3:12])[C:8]([CH3:10])([CH3:9])[O:7]2)[CH:3]=[N:2]1.C(=O)([O-])[O-].[Cs+].[Cs+].Br[CH2:22][CH2:23][O:24][CH:25]1[CH2:30][CH2:29][CH2:28][CH2:27][O:26]1. Product: [O:26]1[CH2:27][CH2:28][CH2:29][CH2:30][CH:25]1[O:24][CH2:23][CH2:22][N:2]1[CH:3]=[C:4]([B:6]2[O:7][C:8]([CH3:9])([CH3:10])[C:11]([CH3:13])([CH3:12])[O:14]2)[CH:5]=[N:1]1. The catalyst class is: 3. (4) Product: [Br:12][C:13]1[CH:19]=[CH:18][C:16]([NH:17][C:2]2[S:3][C:4]3[CH:10]=[C:9]([F:11])[CH:8]=[CH:7][C:5]=3[N:6]=2)=[CH:15][CH:14]=1. Reactant: Cl[C:2]1[S:3][C:4]2[CH:10]=[C:9]([F:11])[CH:8]=[CH:7][C:5]=2[N:6]=1.[Br:12][C:13]1[CH:19]=[CH:18][C:16]([NH2:17])=[CH:15][CH:14]=1.Cl.O1CCOCC1. The catalyst class is: 51.